From a dataset of Full USPTO retrosynthesis dataset with 1.9M reactions from patents (1976-2016). Predict the reactants needed to synthesize the given product. (1) Given the product [C:17]([CH2:16][O:15][C:6]1[C:7]2[C:8](=[N:9][C:10]([CH3:13])=[CH:11][CH:12]=2)[S:14][C:5]=1[C:3]([OH:4])=[O:2])([OH:19])=[O:18], predict the reactants needed to synthesize it. The reactants are: C[O:2][C:3]([C:5]1[S:14][C:8]2=[N:9][C:10]([CH3:13])=[CH:11][CH:12]=[C:7]2[C:6]=1[O:15][CH2:16][C:17]([O:19]C(C)(C)C)=[O:18])=[O:4].[Li+].[OH-]. (2) Given the product [Cl:16][C:4]1[N:5]=[CH:6][C:7]([C:9]([O:11][CH3:12])=[O:10])=[N:8][C:3]=1[CH2:1][CH3:2], predict the reactants needed to synthesize it. The reactants are: [CH2:1]([C:3]1[C:4](=O)[NH:5][CH:6]=[C:7]([C:9]([O:11][CH3:12])=[O:10])[N:8]=1)[CH3:2].P(Cl)(Cl)([Cl:16])=O. (3) Given the product [CH3:33][CH:34]([CH3:65])[C@H:35]([N:40]1[CH2:48][C:47]2[C:42](=[CH:43][C:44]([C:49]3[CH:54]=[CH:53][C:52]([NH:55][C:56](=[O:63])[C:57]4[CH:62]=[CH:61][CH:60]=[N:59][CH:58]=4)=[CH:51][CH:50]=3)=[CH:45][CH:46]=2)[C:41]1=[O:64])[C:36]([OH:38])=[O:37], predict the reactants needed to synthesize it. The reactants are: C(NC1C=CC(C2C=C3C(CN([C@@H](C(C)C)C(O)=O)C3=O)=CC=2)=CC=1)(=O)C1C=CC=CC=1.[CH3:33][CH:34]([CH3:65])[C@H:35]([N:40]1[CH2:48][C:47]2[C:42](=[CH:43][C:44]([C:49]3[CH:54]=[CH:53][C:52]([NH:55][C:56](=[O:63])[C:57]4[CH:62]=[CH:61][CH:60]=[N:59][CH:58]=4)=[CH:51][CH:50]=3)=[CH:45][CH:46]=2)[C:41]1=[O:64])[C:36]([O:38]C)=[O:37]. (4) Given the product [NH:1]1[C:9]2[C:4](=[C:5]([NH:10][C:11]3[C:20]([C:21]4[CH:26]=[C:25]([S:27]([CH3:28])=[O:38])[N:24]=[C:23]([CH3:29])[N:22]=4)=[N:19][C:18]4[C:13](=[CH:14][CH:15]=[CH:16][CH:17]=4)[N:12]=3)[CH:6]=[CH:7][CH:8]=2)[CH:3]=[N:2]1, predict the reactants needed to synthesize it. The reactants are: [NH:1]1[C:9]2[C:4](=[C:5]([NH:10][C:11]3[C:20]([C:21]4[CH:26]=[C:25]([S:27][CH3:28])[N:24]=[C:23]([CH3:29])[N:22]=4)=[N:19][C:18]4[C:13](=[CH:14][CH:15]=[CH:16][CH:17]=4)[N:12]=3)[CH:6]=[CH:7][CH:8]=2)[CH:3]=[N:2]1.C1C=C(Cl)C=C(C(OO)=[O:38])C=1.CO. (5) Given the product [O:21]=[C:15]([CH2:2][C:1](=[O:3])[C:4]1[CH:14]=[CH:13][C:7]2[O:8][CH2:9][C:10](=[O:12])[NH:11][C:6]=2[CH:5]=1)[C:16]([O:18][CH2:19][CH3:20])=[O:17], predict the reactants needed to synthesize it. The reactants are: [C:1]([C:4]1[CH:14]=[CH:13][C:7]2[O:8][CH2:9][C:10](=[O:12])[NH:11][C:6]=2[CH:5]=1)(=[O:3])[CH3:2].[C:15](OCC)(=[O:21])[C:16]([O:18][CH2:19][CH3:20])=[O:17]. (6) The reactants are: [OH:1][C:2]1[NH:7][C:6](=[O:8])[N:5]([CH2:9][C:10]2[CH:15]=[CH:14][CH:13]=[CH:12][CH:11]=2)[C:4](=[O:16])[C:3]=1[C:17]([NH:19][CH2:20][C:21]([O:23]CC)=[O:22])=[O:18].[CH3:26][O:27][C:28]1[CH:29]=[C:30]([CH:33]=[CH:34][CH:35]=1)[CH2:31]Br.C(=O)([O-])[O-].[Na+].[Na+].Cl. Given the product [OH:1][C:2]1[N:7]([CH2:31][C:30]2[CH:33]=[CH:34][CH:35]=[C:28]([O:27][CH3:26])[CH:29]=2)[C:6](=[O:8])[N:5]([CH2:9][C:10]2[CH:15]=[CH:14][CH:13]=[CH:12][CH:11]=2)[C:4](=[O:16])[C:3]=1[C:17]([NH:19][CH2:20][C:21]([OH:23])=[O:22])=[O:18], predict the reactants needed to synthesize it. (7) Given the product [CH2:1]([C:3]1[C:4]([CH:5]=[O:6])=[C:7]([O:18][S:27]([C:30]([F:33])([F:32])[F:31])(=[O:28])=[O:26])[CH:8]=[C:9]([O:11][CH:12]2[CH2:17][CH2:16][CH2:15][CH2:14][O:13]2)[CH:10]=1)[CH3:2], predict the reactants needed to synthesize it. The reactants are: [CH2:1]([C:3]1[CH:10]=[C:9]([O:11][CH:12]2[CH2:17][CH2:16][CH2:15][CH2:14][O:13]2)[CH:8]=[C:7]([OH:18])[C:4]=1[CH:5]=[O:6])[CH3:2].CCN(CC)CC.[O:26](S(C(F)(F)F)(=O)=O)[S:27]([C:30]([F:33])([F:32])[F:31])(=O)=[O:28]. (8) Given the product [CH3:34][C@@H:35]([O:39][C:40]1[N:48]=[C:47]2[C:43]([N:44]=[C:45]([O:49][CH3:50])[N:46]2[CH2:53][CH2:54][CH2:55][CH2:56][CH:57]2[CH2:62][CH2:61][CH2:60][O:59][CH2:58]2)=[C:42]([NH2:51])[N:41]=1)[CH2:36][CH2:37][CH3:38], predict the reactants needed to synthesize it. The reactants are: C(NC1N=C2C(N=C(OC)N2CCCCC2CCCO2)=C(N)N=1)CCC.FC(F)(F)C(O)=O.[CH3:34][C@@H:35]([O:39][C:40]1[NH:41][C:42]([NH2:51])=[C:43]2[C:47]([N:48]=1)=[N:46][C:45]([O:49][CH3:50])=[N:44]2)[CH2:36][CH2:37][CH3:38].Br[CH2:53][CH2:54][CH2:55][CH2:56][CH:57]1[CH2:62][CH2:61][CH2:60][O:59][CH2:58]1.